From a dataset of Catalyst prediction with 721,799 reactions and 888 catalyst types from USPTO. Predict which catalyst facilitates the given reaction. (1) Reactant: C(OC(=O)[NH:7][C@@H:8]([CH2:17][S:18]([N:21]1[CH2:25][CH2:24][CH2:23][C@H:22]1[CH2:26][NH:27][S:28]([C:31]1[CH:36]=[CH:35][CH:34]=[CH:33][CH:32]=1)(=[O:30])=[O:29])(=[O:20])=[O:19])[CH2:9][C:10]1[CH:15]=[CH:14][CH:13]=[CH:12][C:11]=1[F:16])(C)(C)C.FC(F)(F)C(O)=O.C1(C)C=CC=CC=1. Product: [NH2:7][C@H:8]([CH2:9][C:10]1[CH:15]=[CH:14][CH:13]=[CH:12][C:11]=1[F:16])[CH2:17][S:18]([N:21]1[CH2:25][CH2:24][CH2:23][C@H:22]1[CH2:26][NH:27][S:28]([C:31]1[CH:36]=[CH:35][CH:34]=[CH:33][CH:32]=1)(=[O:29])=[O:30])(=[O:19])=[O:20]. The catalyst class is: 4. (2) Reactant: [H-].[Na+].[CH:3]1([C:16](OC)=O)[C:12]2[C:7]3[C:8](=[CH:13][CH:14]=[CH:15][C:6]=3[CH2:5][O:4]1)[CH:9]=[CH:10][CH:11]=2.C[N:21]([CH:23]=O)[CH3:22].IC.CCOC(C)=O.C(Cl)Cl.[CH2:36]([N:38](CC)CC)C. Product: [CH3:16][C:3]1([C:22]2[NH:38][CH2:36][CH2:23][N:21]=2)[C:12]2[C:7]3[C:8](=[CH:13][CH:14]=[CH:15][C:6]=3[CH2:5][O:4]1)[CH:9]=[CH:10][CH:11]=2. The catalyst class is: 182.